From a dataset of Catalyst prediction with 721,799 reactions and 888 catalyst types from USPTO. Predict which catalyst facilitates the given reaction. (1) Reactant: C([O-])(=O)C.[O:5]=[C:6]1[C@@H:9]([NH3+:10])[CH2:8][NH:7]1.CCN(C(C)C)C(C)C.[C:20]1(/[CH:26]=[CH:27]\[CH2:28][CH2:29][O:30][C:31](N2C=CC=CC2=O)=[O:32])[CH:25]=[CH:24][CH:23]=[CH:22][CH:21]=1. Product: [C:20]1(/[CH:26]=[CH:27]\[CH2:28][CH2:29][O:30][C:31](=[O:32])[NH:10][C@H:9]2[CH2:8][NH:7][C:6]2=[O:5])[CH:25]=[CH:24][CH:23]=[CH:22][CH:21]=1. The catalyst class is: 2. (2) Reactant: [F:1][C:2]1[CH:10]=[C:9]2[C:5]([C:6]([C:20]3[CH:30]=[CH:29][C:23]4[N:24]=[C:25]([CH:27]=[CH2:28])[O:26][C:22]=4[CH:21]=3)=[CH:7][N:8]2S(C2C=CC=CC=2)(=O)=O)=[CH:4][CH:3]=1.[OH-].[Na+].[CH3:33][C@H:34]1[CH2:39][NH:38][CH2:37][C@@H:36]([CH3:40])[NH:35]1. Product: [CH3:33][C@H:34]1[NH:35][C@@H:36]([CH3:40])[CH2:37][N:38]([CH2:28][CH2:27][C:25]2[O:26][C:22]3[CH:21]=[C:20]([C:6]4[C:5]5[C:9](=[CH:10][C:2]([F:1])=[CH:3][CH:4]=5)[NH:8][CH:7]=4)[CH:30]=[CH:29][C:23]=3[N:24]=2)[CH2:39]1. The catalyst class is: 5. (3) Reactant: [N+:1]([C:4]1[CH:9]=[C:8]([N+:10]([O-:12])=[O:11])[CH:7]=[CH:6][C:5]=1[CH2:13][C:14]([N:16]([CH2:19][CH3:20])[CH2:17][CH3:18])=[O:15])([O-:3])=[O:2].Cl[C:22]1[C:27]([N+:28]([O-:30])=[O:29])=[CH:26][C:25]([N+:31]([O-:33])=[O:32])=[CH:24][N:23]=1.C(N(CC)CC)C.Cl. Product: [N+:1]([C:4]1[CH:9]=[C:8]([N+:10]([O-:12])=[O:11])[CH:7]=[CH:6][C:5]=1[CH:13]([C:22]1[C:27]([N+:28]([O-:30])=[O:29])=[CH:26][C:25]([N+:31]([O-:33])=[O:32])=[CH:24][N:23]=1)[C:14]([N:16]([CH2:17][CH3:18])[CH2:19][CH3:20])=[O:15])([O-:3])=[O:2]. The catalyst class is: 39. (4) Reactant: [NH2:1][C:2]1[CH:12]=[CH:11][C:5]([C:6]([O:8][CH2:9][CH3:10])=[O:7])=[CH:4][CH:3]=1.[CH:13](=O)[CH3:14].P(O)(O[C:26]1[CH:31]=[CH:30][CH:29]=[CH:28][CH:27]=1)(O[C:26]1[CH:31]=[CH:30][CH:29]=[CH:28][CH:27]=1)=O.[CH:33](/[NH:36][C:37](=[O:46])[O:38][CH2:39]C1C=CC=CC=1)=[CH:34]\[CH3:35]. Product: [CH2:39]([O:38][C:37]([NH:36][CH:33]1[C:3]2[C:2](=[CH:12][CH:11]=[C:5]([C:6]([O:8][CH2:9][CH3:10])=[O:7])[CH:4]=2)[NH:1][CH:13]([CH3:14])[CH:34]1[CH3:35])=[O:46])[C:26]1[CH:27]=[CH:28][CH:29]=[CH:30][CH:31]=1. The catalyst class is: 2. (5) Reactant: [CH3:1][O:2][CH2:3][CH2:4][NH2:5].C(N(CC)CC)C.[CH3:13][C:14]1([CH3:24])[O:18]/[C:17](=[CH:19]\[C:20](Cl)=[O:21])/[C:16](=[O:23])[O:15]1. Product: [CH3:13][C:14]1([CH3:24])[O:18]/[C:17](=[CH:19]\[C:20]([NH:5][CH2:4][CH2:3][O:2][CH3:1])=[O:21])/[C:16](=[O:23])[O:15]1. The catalyst class is: 4. (6) Reactant: [C:1]([C:3]1[CH:4]=[C:5]2[C:9](=[CH:10][CH:11]=1)[CH:8]([CH2:12][NH:13][CH2:14][CH2:15][NH:16][C:17](=[O:23])[O:18][C:19]([CH3:22])([CH3:21])[CH3:20])[CH2:7][CH2:6]2)#[N:2].[Cl:24][CH2:25][C:26](Cl)=[O:27]. Product: [Cl:24][CH2:25][C:26]([N:13]([CH2:12][CH:8]1[C:9]2[C:5](=[CH:4][C:3]([C:1]#[N:2])=[CH:11][CH:10]=2)[CH2:6][CH2:7]1)[CH2:14][CH2:15][NH:16][C:17](=[O:23])[O:18][C:19]([CH3:20])([CH3:22])[CH3:21])=[O:27]. The catalyst class is: 2.